Dataset: Full USPTO retrosynthesis dataset with 1.9M reactions from patents (1976-2016). Task: Predict the reactants needed to synthesize the given product. (1) The reactants are: [CH2:1]([N:3]([CH2:57][CH3:58])[C:4]1[CH:9]=[CH:8][C:7]([NH:10][C:11]([C:13]2[CH:14]=[C:15]([CH2:19][CH2:20][CH2:21][O:22][CH2:23][CH2:24][O:25][CH2:26][CH2:27][O:28][CH2:29][CH2:30][O:31][CH2:32][CH2:33][C:34]([OH:36])=O)[CH:16]=[CH:17][CH:18]=2)=[O:12])=[C:6]([C:37]2[CH:42]=[C:41]([C:43](=[O:56])[NH:44][CH2:45][C:46]3[CH:51]=[CH:50][CH:49]=[C:48]([C:52]([F:55])([F:54])[F:53])[CH:47]=3)[CH:40]=[CH:39][N:38]=2)[CH:5]=1)[CH3:2].[N:59]1([C:65]2[CH:70]=[CH:69][C:68]([OH:71])=[CH:67][CH:66]=2)[CH2:64][CH2:63][NH:62][CH2:61][CH2:60]1.CCN(C(C)C)C(C)C.CN(C(ON1N=NC2C=CC=NC1=2)=[N+](C)C)C.F[P-](F)(F)(F)(F)F. Given the product [CH2:1]([N:3]([CH2:57][CH3:58])[C:4]1[CH:9]=[CH:8][C:7]([NH:10][C:11](=[O:12])[C:13]2[CH:18]=[CH:17][CH:16]=[C:15]([CH2:19][CH2:20][CH2:21][O:22][CH2:23][CH2:24][O:25][CH2:26][CH2:27][O:28][CH2:29][CH2:30][O:31][CH2:32][CH2:33][C:34]([N:62]3[CH2:61][CH2:60][N:59]([C:65]4[CH:66]=[CH:67][C:68]([OH:71])=[CH:69][CH:70]=4)[CH2:64][CH2:63]3)=[O:36])[CH:14]=2)=[C:6]([C:37]2[CH:42]=[C:41]([CH:40]=[CH:39][N:38]=2)[C:43]([NH:44][CH2:45][C:46]2[CH:51]=[CH:50][CH:49]=[C:48]([C:52]([F:54])([F:53])[F:55])[CH:47]=2)=[O:56])[CH:5]=1)[CH3:2], predict the reactants needed to synthesize it. (2) Given the product [ClH:23].[C:37]([C:34]1[CH:35]=[C:36]2[C:31](=[CH:32][CH:33]=1)[NH:30][CH:29]=[C:28]2[CH2:27][CH2:26][CH2:25][CH2:24][N:6]1[CH2:5][CH2:4][N:3]([C:9]2[CH:10]=[CH:11][C:12]3[O:16][C:15]([C:17]([O:19][CH2:20][CH3:21])=[O:18])=[CH:14][C:13]=3[CH:22]=2)[CH2:8][CH2:7]1)#[N:38], predict the reactants needed to synthesize it. The reactants are: Cl.Cl.[N:3]1([C:9]2[CH:10]=[CH:11][C:12]3[O:16][C:15]([C:17]([O:19][CH2:20][CH3:21])=[O:18])=[CH:14][C:13]=3[CH:22]=2)[CH2:8][CH2:7][NH:6][CH2:5][CH2:4]1.[Cl:23][CH2:24][CH2:25][CH2:26][CH2:27][C:28]1[C:36]2[C:31](=[CH:32][CH:33]=[C:34]([C:37]#[N:38])[CH:35]=2)[NH:30][CH:29]=1.C(N(CC)CC)C. (3) Given the product [ClH:1].[OH:2][C@@H:3]([CH2:19][N:20]([C:25]1[CH:26]=[CH:27][C:28]([O:31][CH2:32][C:33]([OH:35])=[O:34])=[CH:29][CH:30]=1)[CH2:21][CH:22]([CH3:24])[CH3:23])[CH2:4][O:5][C:6]1[C:18]2[C:17]3[C:12](=[CH:13][CH:14]=[CH:15][CH:16]=3)[NH:11][C:10]=2[CH:9]=[CH:8][CH:7]=1, predict the reactants needed to synthesize it. The reactants are: [ClH:1].[OH:2][C@@H:3]([CH2:19][N:20]([C:25]1[CH:30]=[CH:29][C:28]([O:31][CH2:32][C:33]([O:35]CC)=[O:34])=[CH:27][CH:26]=1)[CH2:21][CH:22]([CH3:24])[CH3:23])[CH2:4][O:5][C:6]1[C:18]2[C:17]3[C:12](=[CH:13][CH:14]=[CH:15][CH:16]=3)[NH:11][C:10]=2[CH:9]=[CH:8][CH:7]=1.[OH-].[Na+].Cl.